This data is from Peptide-MHC class II binding affinity with 134,281 pairs from IEDB. The task is: Regression. Given a peptide amino acid sequence and an MHC pseudo amino acid sequence, predict their binding affinity value. This is MHC class II binding data. (1) The peptide sequence is GLNITGVTCGPGHGI. The MHC is DRB1_1101 with pseudo-sequence DRB1_1101. The binding affinity (normalized) is 0.222. (2) The peptide sequence is SVGTGNCTTNILEAK. The MHC is HLA-DQA10501-DQB10302 with pseudo-sequence HLA-DQA10501-DQB10302. The binding affinity (normalized) is 0.150. (3) The peptide sequence is TPFPHRKGVLFNIQY. The MHC is DRB3_0101 with pseudo-sequence DRB3_0101. The binding affinity (normalized) is 0.0452.